Task: Predict which catalyst facilitates the given reaction.. Dataset: Catalyst prediction with 721,799 reactions and 888 catalyst types from USPTO (1) Reactant: [F:1][C:2]1[CH:3]=[C:4]([C:8]2[N:13]=[C:12]([CH3:14])[C:11]([C:15]([OH:17])=O)=[CH:10][N:9]=2)[CH:5]=[CH:6][CH:7]=1.CN(C(SC1[N+]([O-])=CC=CC=1)=[N+](C)C)C.F[P-](F)(F)(F)(F)F.CCN(C(C)C)C(C)C.[F:49][C:50]1[CH:51]=[C:52]2[C:56](=[CH:57][CH:58]=1)[N:55]([NH2:59])[CH2:54][C:53]2([CH3:61])[CH3:60]. Product: [F:49][C:50]1[CH:51]=[C:52]2[C:56](=[CH:57][CH:58]=1)[N:55]([NH:59][C:15]([C:11]1[C:12]([CH3:14])=[N:13][C:8]([C:4]3[CH:5]=[CH:6][CH:7]=[C:2]([F:1])[CH:3]=3)=[N:9][CH:10]=1)=[O:17])[CH2:54][C:53]2([CH3:61])[CH3:60]. The catalyst class is: 303. (2) Reactant: [CH:1]([O:4][C:5]1[C:14]2[C:9](=[CH:10][C:11]([CH2:15]OS(C)(=O)=O)=[CH:12][CH:13]=2)[CH:8]=[C:7]([NH:21][C:22]2[CH:26]=[C:25]([CH3:27])[N:24](S(C)(=O)=O)[N:23]=2)[N:6]=1)([CH3:3])[CH3:2].[NH:32]1[CH2:36][CH2:35][CH2:34][CH:33]1[C:37]([NH2:39])=[O:38].CCN(CC)CC. Product: [CH:1]([O:4][C:5]1[C:14]2[C:9](=[CH:10][C:11]([CH2:15][N:32]3[CH2:36][CH2:35][CH2:34][CH:33]3[C:37]([NH2:39])=[O:38])=[CH:12][CH:13]=2)[CH:8]=[C:7]([NH:21][C:22]2[CH:26]=[C:25]([CH3:27])[NH:24][N:23]=2)[N:6]=1)([CH3:2])[CH3:3]. The catalyst class is: 23. (3) Reactant: [NH2:1][C:2]1[CH:7]=[C:6]([C:8]2[CH:13]=[CH:12][C:11]([Cl:14])=[C:10]([Cl:15])[C:9]=2[Cl:16])[N:5]=[C:4]([C:17]([O-:19])=[O:18])[C:3]=1[Cl:20].[OH-].[Na+]. Product: [NH2:1][C:2]1[CH:7]=[C:6]([C:8]2[CH:13]=[CH:12][C:11]([Cl:14])=[C:10]([Cl:15])[C:9]=2[Cl:16])[N:5]=[C:4]([C:17]([OH:19])=[O:18])[C:3]=1[Cl:20]. The catalyst class is: 5. (4) Reactant: [C:1]([O:5][C:6](=[O:33])[NH:7][CH2:8][CH2:9][CH2:10][NH:11][CH:12]([C:15]1[N:16]([CH2:26][C:27]2[CH:32]=[CH:31][CH:30]=[CH:29][CH:28]=2)[C:17](=[O:25])[C:18]2[C:23]([CH3:24])=[N:22][S:21][C:19]=2[N:20]=1)[CH2:13][CH3:14])([CH3:4])([CH3:3])[CH3:2].C(N(CC)CC)C.[C:41]1([CH3:50])[CH:46]=[CH:45][C:44]([C:47](Cl)=[O:48])=[CH:43][CH:42]=1. Product: [C:1]([O:5][C:6](=[O:33])[NH:7][CH2:8][CH2:9][CH2:10][N:11]([CH:12]([C:15]1[N:16]([CH2:26][C:27]2[CH:32]=[CH:31][CH:30]=[CH:29][CH:28]=2)[C:17](=[O:25])[C:18]2[C:23]([CH3:24])=[N:22][S:21][C:19]=2[N:20]=1)[CH2:13][CH3:14])[C:47](=[O:48])[C:44]1[CH:45]=[CH:46][C:41]([CH3:50])=[CH:42][CH:43]=1)([CH3:2])([CH3:3])[CH3:4]. The catalyst class is: 2. (5) Reactant: C[O:2][C:3]1[CH:28]=[CH:27][C:6]([C:7]([NH:9][CH:10]([C:12]2[CH:17]=[C:16]([F:18])[CH:15]=[CH:14][C:13]=2[C:19]2[CH:24]=[CH:23][C:22]([F:25])=[CH:21][C:20]=2F)[CH3:11])=[O:8])=[CH:5][CH:4]=1.C[Si]([N-][Si](C)(C)C)(C)C.[Li+]. Product: [F:25][C:22]1[CH:21]=[CH:20][C:19]2[C:13]3[C:12]([CH:10]([CH3:11])[N:9]([C:7]([C:6]4[CH:27]=[CH:28][C:3]([OH:2])=[CH:4][CH:5]=4)=[O:8])[C:24]=2[CH:23]=1)=[CH:17][C:16]([F:18])=[CH:15][CH:14]=3. The catalyst class is: 54. (6) Reactant: [H-].[Na+].[C:3]([O:11][CH2:12][CH3:13])(=[O:10])[CH2:4][C:5]([O:7][CH2:8][CH3:9])=[O:6].Br[CH2:15][CH2:16][CH2:17][CH:18]=[CH2:19]. Product: [CH2:12]([O:11][C:3](=[O:10])[CH:4]([CH2:19][CH2:18][CH2:17][CH:16]=[CH2:15])[C:5]([O:7][CH2:8][CH3:9])=[O:6])[CH3:13]. The catalyst class is: 3. (7) Reactant: [CH3:1][C:2]1[C:3]([Se:16][C:17]#[C:18][C:19]2[CH:27]=[CH:26][C:22]([C:23]([OH:25])=O)=[CH:21][N:20]=2)=[CH:4][C:5]2[C:6]([CH3:15])([CH3:14])[CH2:7][CH2:8][C:9]([CH3:13])([CH3:12])[C:10]=2[CH:11]=1.O[N:29]1[C:33]2C=C[CH:36]=[CH:37][C:32]=2N=N1.C1(N=C=NC2CCCCC2)CCCCC1.C(N)CCC. Product: [CH2:33]([NH:29][C:23](=[O:25])[C:22]1[CH:26]=[CH:27][C:19]([C:18]#[C:17][Se:16][C:3]2[C:2]([CH3:1])=[CH:11][C:10]3[C:9]([CH3:12])([CH3:13])[CH2:8][CH2:7][C:6]([CH3:14])([CH3:15])[C:5]=3[CH:4]=2)=[N:20][CH:21]=1)[CH2:32][CH2:37][CH3:36]. The catalyst class is: 1. (8) Reactant: Cl[C:2]1[N:7]=[C:6]([CH3:8])[CH:5]=[C:4]([CH3:9])[N:3]=1.[NH:10]1[CH2:15][CH2:14][O:13][CH2:12][CH2:11]1. Product: [CH3:9][C:4]1[CH:5]=[C:6]([CH3:8])[N:7]=[C:2]([N:10]2[CH2:15][CH2:14][O:13][CH2:12][CH2:11]2)[N:3]=1. The catalyst class is: 6.